Dataset: NCI-60 drug combinations with 297,098 pairs across 59 cell lines. Task: Regression. Given two drug SMILES strings and cell line genomic features, predict the synergy score measuring deviation from expected non-interaction effect. Drug 1: CC1OCC2C(O1)C(C(C(O2)OC3C4COC(=O)C4C(C5=CC6=C(C=C35)OCO6)C7=CC(=C(C(=C7)OC)O)OC)O)O. Drug 2: B(C(CC(C)C)NC(=O)C(CC1=CC=CC=C1)NC(=O)C2=NC=CN=C2)(O)O. Cell line: UO-31. Synergy scores: CSS=14.6, Synergy_ZIP=-5.76, Synergy_Bliss=-2.34, Synergy_Loewe=0.536, Synergy_HSA=0.671.